Dataset: CYP2C19 inhibition data for predicting drug metabolism from PubChem BioAssay. Task: Regression/Classification. Given a drug SMILES string, predict its absorption, distribution, metabolism, or excretion properties. Task type varies by dataset: regression for continuous measurements (e.g., permeability, clearance, half-life) or binary classification for categorical outcomes (e.g., BBB penetration, CYP inhibition). Dataset: cyp2c19_veith. (1) The drug is CCCOc1ccc(C(=O)Nc2ccc(C)cc2[N+](=O)[O-])cc1. The result is 0 (non-inhibitor). (2) The compound is COc1ccc2[nH]c3c(c2c1)CCN=C3C. The result is 0 (non-inhibitor).